This data is from Full USPTO retrosynthesis dataset with 1.9M reactions from patents (1976-2016). The task is: Predict the reactants needed to synthesize the given product. (1) The reactants are: [CH3:1][C:2]1[CH:3]=[C:4]([C:9]2[O:13][N:12]=[CH:11][C:10]=2[C:14]([OH:16])=O)[CH:5]=[CH:6][C:7]=1[CH3:8].CN(C(ON1N=NC2C=CC=CC1=2)=[N+](C)C)C.[B-](F)(F)(F)F.Cl.[NH:40]1[CH2:45][CH2:44][CH2:43][C@H:42]([C:46]([OH:49])([CH3:48])[CH3:47])[CH2:41]1.C(N(CC)CC)C. Given the product [CH3:1][C:2]1[CH:3]=[C:4]([C:9]2[O:13][N:12]=[CH:11][C:10]=2[C:14]([N:40]2[CH2:45][CH2:44][CH2:43][C@H:42]([C:46]([OH:49])([CH3:48])[CH3:47])[CH2:41]2)=[O:16])[CH:5]=[CH:6][C:7]=1[CH3:8], predict the reactants needed to synthesize it. (2) Given the product [CH3:11][C:12]1[CH:17]=[CH:16][C:15]([N+:18]([O-:20])=[O:19])=[CH:14][C:13]=1[C:2]1[C:7]2[CH:8]=[CH:9][S:10][C:6]=2[CH:5]=[CH:4][N:3]=1, predict the reactants needed to synthesize it. The reactants are: Cl[C:2]1[C:7]2[CH:8]=[CH:9][S:10][C:6]=2[CH:5]=[CH:4][N:3]=1.[CH3:11][C:12]1[CH:17]=[CH:16][C:15]([N+:18]([O-:20])=[O:19])=[CH:14][C:13]=1B(O)O.C([O-])([O-])=O.[K+].[K+].